Dataset: Full USPTO retrosynthesis dataset with 1.9M reactions from patents (1976-2016). Task: Predict the reactants needed to synthesize the given product. Given the product [CH:24]1([CH2:30][N:9]2[C:10]3[C:15](=[CH:14][CH:13]=[CH:12][CH:11]=3)[C:16](=[O:17])[C:7]([C:5](=[O:6])[C:4]3[CH:18]=[CH:19][C:20]([CH3:21])=[C:2]([CH3:1])[CH:3]=3)=[CH:8]2)[CH2:29][CH2:28][CH2:27][CH2:26][CH2:25]1, predict the reactants needed to synthesize it. The reactants are: [CH3:1][C:2]1[CH:3]=[C:4]([CH:18]=[CH:19][C:20]=1[CH3:21])[C:5]([C:7]1[C:16](=[O:17])[C:15]2[C:10](=[CH:11][CH:12]=[CH:13][CH:14]=2)[NH:9][CH:8]=1)=[O:6].[H-].[Na+].[CH:24]1([CH2:30]Br)[CH2:29][CH2:28][CH2:27][CH2:26][CH2:25]1.CN(C)C=O.